This data is from Forward reaction prediction with 1.9M reactions from USPTO patents (1976-2016). The task is: Predict the product of the given reaction. Given the reactants C([O:5][C:6]([C@@H:8]1[CH2:12][CH2:11][S:10](=[O:14])(=[O:13])[N:9]1[CH2:15][C:16]1[CH:21]=[CH:20][CH:19]=[C:18]([CH2:22][O:23][C:24]2[CH:29]=[CH:28][C:27]([C:30]3[CH:35]=[C:34]([F:36])[C:33]([F:37])=[CH:32][C:31]=3[F:38])=[CH:26][CH:25]=2)[CH:17]=1)=[O:7])(C)(C)C.FC(F)(F)C(O)=O, predict the reaction product. The product is: [O:14]=[S:10]1(=[O:13])[CH2:11][CH2:12][C@@H:8]([C:6]([OH:7])=[O:5])[N:9]1[CH2:15][C:16]1[CH:21]=[CH:20][CH:19]=[C:18]([CH2:22][O:23][C:24]2[CH:25]=[CH:26][C:27]([C:30]3[CH:35]=[C:34]([F:36])[C:33]([F:37])=[CH:32][C:31]=3[F:38])=[CH:28][CH:29]=2)[CH:17]=1.